From a dataset of Full USPTO retrosynthesis dataset with 1.9M reactions from patents (1976-2016). Predict the reactants needed to synthesize the given product. (1) Given the product [CH2:49]([NH:53][C:54]([N:37]1[CH2:38][CH2:39][N:34]([C:2](=[O:1])[CH2:3][NH:4][C:5]([C:7]2[CH:11]=[C:10]([O:12][CH2:13][C:14]([N:16]3[CH2:20][CH2:19][CH2:18][C@H:17]3[C:21](=[O:27])[NH:22][CH:23]3[CH2:24][CH2:25][CH2:26]3)=[O:15])[N:9]([C:28]3[CH:29]=[CH:30][CH:31]=[CH:32][CH:33]=3)[N:8]=2)=[O:6])[CH2:35][CH2:36]1)=[O:55])[CH2:50][CH2:51][CH3:52], predict the reactants needed to synthesize it. The reactants are: [O:1]=[C:2]([N:34]1[CH2:39][CH2:38][NH:37][CH2:36][CH2:35]1)[CH2:3][NH:4][C:5]([C:7]1[CH:11]=[C:10]([O:12][CH2:13][C:14]([N:16]2[CH2:20][CH2:19][CH2:18][C@H:17]2[C:21](=[O:27])[NH:22][CH:23]2[CH2:26][CH2:25][CH2:24]2)=[O:15])[N:9]([C:28]2[CH:33]=[CH:32][CH:31]=[CH:30][CH:29]=2)[N:8]=1)=[O:6].CCN(C(C)C)C(C)C.[CH2:49]([N:53]=[C:54]=[O:55])[CH2:50][CH2:51][CH3:52]. (2) Given the product [CH:1]1([NH:4][C:5]2[N:10]3[N:11]=[CH:12][C:13](/[CH:14]=[C:15]4/[C:16](=[O:21])[NH:17][C:18](=[O:20])[NH:19]/4)=[C:9]3[N:8]=[C:7]([NH:42][CH:41]([C:40]3[CH:39]=[CH:38][CH:37]=[CH:43][N:44]=3)[CH3:50])[N:6]=2)[CH2:3][CH2:2]1, predict the reactants needed to synthesize it. The reactants are: [CH:1]1([NH:4][C:5]2[N:10]3[N:11]=[CH:12][C:13](/[CH:14]=[C:15]4/[C:16](=[O:21])[NH:17][C:18](=[O:20])[NH:19]/4)=[C:9]3[N:8]=[C:7](S(C)(=O)=O)[N:6]=2)[CH2:3][CH2:2]1.C1(NC2N3N=[CH:37][C:38](/[CH:39]=[C:40]4/[C:41](=O)[NH:42][C:43](=O)[NH:44]/4)=C3N=C(S(C)=O)N=2)CC1.[CH3:50]C(O)C. (3) Given the product [Cl:1][C:2]1[CH:3]=[C:4]([NH:9][C:10]2[N:14]=[C:13]([S:15]([CH3:18])(=[O:17])=[O:16])[NH:12][N:11]=2)[CH:5]=[C:6]([Cl:8])[CH:7]=1, predict the reactants needed to synthesize it. The reactants are: [Cl:1][C:2]1[CH:3]=[C:4]([NH:9][C:10]2[N:11](CC3C=CC(OC)=CC=3)[N:12]=[C:13]([S:15]([CH3:18])(=[O:17])=[O:16])[N:14]=2)[CH:5]=[C:6]([Cl:8])[CH:7]=1.C(O)(C(F)(F)F)=O. (4) Given the product [F:25][C:22]([F:23])([F:24])[CH2:21][NH:20][C:19]1[N:18]=[C:17]([NH:26][C:27]2[CH:28]=[CH:29][C:30]([C:31]([NH2:33])=[O:32])=[CH:34][CH:35]=2)[NH:16][C:15]2=[N:11][CH:12]=[CH:13][C:14]=12, predict the reactants needed to synthesize it. The reactants are: CC1C=CC(S([N:11]2[C:15]3[N:16]=[C:17]([NH:26][C:27]4[CH:35]=[CH:34][C:30]([C:31]([NH2:33])=[O:32])=[CH:29][CH:28]=4)[N:18]=[C:19]([NH:20][CH2:21][C:22]([F:25])([F:24])[F:23])[C:14]=3[CH:13]=[CH:12]2)(=O)=O)=CC=1. (5) Given the product [CH:9]([O:8][C:7]1[C:2](=[O:1])[NH:3][C:4](=[O:16])[NH:5][CH:6]=1)([CH3:11])[CH3:10], predict the reactants needed to synthesize it. The reactants are: [OH:1][C:2]1[C:7]([O:8][CH:9]([CH3:11])[CH3:10])=[CH:6][N:5]=[C:4](S)[N:3]=1.ClCC(O)=[O:16].Cl. (6) Given the product [NH:5]1[CH2:6][CH2:7][O:8][C@H:3]([C@H:1]([C:16]2[CH:21]=[CH:20][CH:19]=[CH:18][CH:17]=2)[OH:2])[CH2:4]1, predict the reactants needed to synthesize it. The reactants are: [CH:1]([C@H:3]1[O:8][CH2:7][CH2:6][N:5](C(OC(C)(C)C)=O)[CH2:4]1)=[O:2].[C:16]1([Mg]Br)[CH:21]=[CH:20][CH:19]=[CH:18][CH:17]=1.